This data is from Catalyst prediction with 721,799 reactions and 888 catalyst types from USPTO. The task is: Predict which catalyst facilitates the given reaction. (1) Reactant: [F:1][C:2]1[CH:3]=[C:4]2[C:8](=[CH:9][CH:10]=1)[NH:7][CH:6]=[C:5]2[CH:11]=[CH:12][C:13]1[CH:14]=[N:15][CH:16]=[CH:17][CH:18]=1. Product: [F:1][C:2]1[CH:3]=[C:4]2[C:8](=[CH:9][CH:10]=1)[NH:7][CH:6]=[C:5]2[CH2:11][CH2:12][C:13]1[CH:14]=[N:15][CH:16]=[CH:17][CH:18]=1. The catalyst class is: 19. (2) Reactant: [OH:1][CH2:2][C:3]12[CH2:12][CH:7]3[CH2:8][CH:9]([CH2:11][CH:5]([CH2:6]3)[CH2:4]1)[CH2:10]2.[C:13](N1C=CN=C1)(N1C=CN=C1)=[O:14].Cl.[NH2:26][C@@H:27]([CH2:35][NH:36][C:37]([O:39][C:40]([CH3:43])([CH3:42])[CH3:41])=[O:38])[C:28]([O:30][C:31]([CH3:34])([CH3:33])[CH3:32])=[O:29].C(N(C(C)C)CC)(C)C. Product: [C:3]12([CH2:2][O:1][C:13]([NH:26][C@@H:27]([CH2:35][NH:36][C:37]([O:39][C:40]([CH3:43])([CH3:42])[CH3:41])=[O:38])[C:28]([O:30][C:31]([CH3:33])([CH3:34])[CH3:32])=[O:29])=[O:14])[CH2:12][CH:7]3[CH2:6][CH:5]([CH2:11][CH:9]([CH2:8]3)[CH2:10]1)[CH2:4]2. The catalyst class is: 1. (3) Reactant: C(OC([N:8]1[CH2:13][CH2:12][N:11]([C:14]2[CH:19]=[N:18][C:17]([NH:20]C(OC(C)(C)C)=O)=[C:16]([O:28][CH2:29][C:30]3[CH:35]=[CH:34][CH:33]=[C:32]([Cl:36])[CH:31]=3)[N:15]=2)[CH2:10][CH2:9]1)=O)(C)(C)C.FC(F)(F)C(O)=O. Product: [Cl:36][C:32]1[CH:31]=[C:30]([CH:35]=[CH:34][CH:33]=1)[CH2:29][O:28][C:16]1[N:15]=[C:14]([N:11]2[CH2:10][CH2:9][NH:8][CH2:13][CH2:12]2)[CH:19]=[N:18][C:17]=1[NH2:20]. The catalyst class is: 2. (4) Reactant: [NH:1]([C:27]([O:29][CH2:30][C:31]1[CH:36]=[CH:35][CH:34]=[CH:33][CH:32]=1)=[O:28])[C@H:2]([C:12]([NH:14][C@H:15]([C:17]([O:19][CH2:20][C:21]1[CH:26]=[CH:25][CH:24]=[CH:23][CH:22]=1)=[O:18])[CH3:16])=[O:13])[CH2:3][NH:4]C(OC(C)(C)C)=O.FC(F)(F)C(O)=O. Product: [NH:1]([C:27]([O:29][CH2:30][C:31]1[CH:32]=[CH:33][CH:34]=[CH:35][CH:36]=1)=[O:28])[C@H:2]([C:12]([NH:14][C@H:15]([C:17]([O:19][CH2:20][C:21]1[CH:22]=[CH:23][CH:24]=[CH:25][CH:26]=1)=[O:18])[CH3:16])=[O:13])[CH2:3][NH2:4]. The catalyst class is: 4. (5) Reactant: [CH3:1][C@H:2]1[C:13](=[O:14])[O:12][CH2:11][C@@H:10]([C:15]2[CH:20]=[CH:19][CH:18]=[CH:17][CH:16]=2)[NH:9][C:8](=[O:21])[CH2:7][CH2:6][CH:5]=[CH:4][CH2:3]1. Product: [CH3:1][C@H:2]1[C:13](=[O:14])[O:12][CH2:11][C@@H:10]([C:15]2[CH:20]=[CH:19][CH:18]=[CH:17][CH:16]=2)[NH:9][C:8](=[O:21])[CH2:7][CH2:6][CH2:5][CH2:4][CH2:3]1. The catalyst class is: 19. (6) Reactant: Cl.Br[C:3]1[CH:8]=[CH:7][N:6]=[CH:5][CH:4]=1.[C:9]([N:12]1[C:21]2[C:16](=[CH:17][C:18]([C:22]3[CH:27]=[CH:26][C:25]([CH2:28][N:29]4[CH2:34][CH2:33][CH2:32][CH2:31][CH2:30]4)=[CH:24][CH:23]=3)=[CH:19][CH:20]=2)[C@H:15]([NH2:35])[CH2:14][C@@H:13]1[CH3:36])(=[O:11])[CH3:10].C1C=CC(P(C2C(C3C(P(C4C=CC=CC=4)C4C=CC=CC=4)=CC=C4C=3C=CC=C4)=C3C(C=CC=C3)=CC=2)C2C=CC=CC=2)=CC=1.CC(C)([O-])C.[Na+].BrC1C=CC=CN=1. Product: [C:9]([N:12]1[C:21]2[C:16](=[CH:17][C:18]([C:22]3[CH:27]=[CH:26][C:25]([CH2:28][N:29]4[CH2:34][CH2:33][CH2:32][CH2:31][CH2:30]4)=[CH:24][CH:23]=3)=[CH:19][CH:20]=2)[C@H:15]([NH:35][C:3]2[CH:8]=[CH:7][N:6]=[CH:5][CH:4]=2)[CH2:14][C@@H:13]1[CH3:36])(=[O:11])[CH3:10]. The catalyst class is: 187. (7) Reactant: [C:1]([O:5][C:6]([N:8]1[CH2:11][CH:10]([O:12][C:13]2[CH:18]=[C:17]([Cl:19])[CH:16]=[CH:15][C:14]=2[OH:20])[CH2:9]1)=[O:7])([CH3:4])([CH3:3])[CH3:2].C([O-])([O-])=O.[Cs+].[Cs+].[CH3:27][O:28][C:29](=[O:38])[CH:30](Br)[C:31]1[CH:36]=[CH:35][CH:34]=[CH:33][CH:32]=1.O. Product: [C:1]([O:5][C:6]([N:8]1[CH2:9][CH:10]([O:12][C:13]2[CH:18]=[C:17]([Cl:19])[CH:16]=[CH:15][C:14]=2[O:20][CH:30]([C:29]([O:28][CH3:27])=[O:38])[C:31]2[CH:36]=[CH:35][CH:34]=[CH:33][CH:32]=2)[CH2:11]1)=[O:7])([CH3:4])([CH3:2])[CH3:3]. The catalyst class is: 3. (8) Reactant: [F:1][C:2]1[C:7]([F:8])=[CH:6][CH:5]=[CH:4][C:3]=1[OH:9].[CH:10]#[C:11][CH:12](O)[CH2:13][CH2:14][CH2:15][CH2:16][CH3:17].C1(P(C2C=CC=CC=2)C2C=CC=CC=2)C=CC=CC=1.CC(OC(/N=N/C(OC(C)C)=O)=O)C. Product: [C:11]([CH:12]([O:9][C:3]1[CH:4]=[CH:5][CH:6]=[C:7]([F:8])[C:2]=1[F:1])[CH2:13][CH2:14][CH2:15][CH2:16][CH3:17])#[CH:10]. The catalyst class is: 680. (9) Reactant: Cl.[CH3:2][C:3]1[C:11]([C:12](=[S:14])[NH2:13])=[C:6]2[CH:7]=[CH:8][CH:9]=[CH:10][N:5]2[N:4]=1.Cl[CH:16]([C:22]([C:24]1[CH:29]=[CH:28][CH:27]=[CH:26][C:25]=1[N+:30]([O-:32])=[O:31])=O)[C:17]([O:19]CC)=[O:18].CC(O)C.C(=O)(O)[O-].[Na+]. Product: [CH3:2][C:3]1[C:11]([C:12]2[S:14][C:16]([C:17]([OH:19])=[O:18])=[C:22]([C:24]3[CH:29]=[CH:28][CH:27]=[CH:26][C:25]=3[N+:30]([O-:32])=[O:31])[N:13]=2)=[C:6]2[CH:7]=[CH:8][CH:9]=[CH:10][N:5]2[N:4]=1. The catalyst class is: 49. (10) Reactant: [C:1]1([P:7]([C:14]2[CH:19]=[CH:18][CH:17]=[CH:16][CH:15]=2)[C:8]2[CH:13]=[CH:12][CH:11]=[CH:10][CH:9]=2)[CH:6]=[CH:5][CH:4]=[CH:3][CH:2]=1.[Cl:20][C:21]#[C:22][C:23]1[CH:28]=[CH:27][C:26]([F:29])=[CH:25][CH:24]=1. Product: [Cl-:20].[F:29][C:26]1[CH:27]=[CH:28][C:23]([C:22]#[C:21][P+:7]([C:1]2[CH:2]=[CH:3][CH:4]=[CH:5][CH:6]=2)([C:8]2[CH:13]=[CH:12][CH:11]=[CH:10][CH:9]=2)[C:14]2[CH:15]=[CH:16][CH:17]=[CH:18][CH:19]=2)=[CH:24][CH:25]=1. The catalyst class is: 28.